Dataset: Forward reaction prediction with 1.9M reactions from USPTO patents (1976-2016). Task: Predict the product of the given reaction. (1) Given the reactants [Br:1][C:2]1[CH:7]=[CH:6][C:5](/[CH:8]=[CH:9]/[N+:10]([O-:12])=[O:11])=[CH:4][CH:3]=1.CS(C)=O.[BH4-].[Na+], predict the reaction product. The product is: [Br:1][C:2]1[CH:3]=[CH:4][C:5]([CH2:8][CH2:9][N+:10]([O-:12])=[O:11])=[CH:6][CH:7]=1. (2) Given the reactants [Cl:1][C:2]1[C:7]([F:8])=[C:6]([C:9]2[CH:14]=[CH:13][N:12]=[CH:11][C:10]=2[NH:15][CH3:16])[CH:5]=[CH:4][N:3]=1.[F:17][C:18]([F:33])([F:32])[C:19]1[CH:20]=[C:21]([CH:25]=[C:26]([C:28]([F:31])([F:30])[F:29])[CH:27]=1)[C:22](Cl)=[O:23], predict the reaction product. The product is: [Cl:1][C:2]1[C:7]([F:8])=[C:6]([C:9]2[CH:14]=[CH:13][N:12]=[CH:11][C:10]=2[N:15]([CH3:16])[C:22](=[O:23])[C:21]2[CH:20]=[C:19]([C:18]([F:33])([F:32])[F:17])[CH:27]=[C:26]([C:28]([F:31])([F:30])[F:29])[CH:25]=2)[CH:5]=[CH:4][N:3]=1. (3) Given the reactants [F:1][C:2]1[C:10]([F:11])=[CH:9][C:5]([C:6](O)=[O:7])=[C:4]([N+:12]([O-:14])=[O:13])[CH:3]=1.Cl.CN.C(Cl)CCl.C1C=CC2N(O)N=[N:28][C:26]=2C=1.CCN(C(C)C)C(C)C, predict the reaction product. The product is: [F:1][C:2]1[C:10]([F:11])=[CH:9][C:5]([C:6]([NH:28][CH3:26])=[O:7])=[C:4]([N+:12]([O-:14])=[O:13])[CH:3]=1. (4) Given the reactants Br[C:2]1[CH:3]=[C:4]([C:8]2([C:18]3[CH:23]=[CH:22][N:21]=[CH:20][C:19]=3[F:24])[C:16]3[C:11](=[CH:12][CH:13]=[CH:14][CH:15]=3)[C:10]([NH2:17])=[N:9]2)[CH:5]=[CH:6][CH:7]=1.[F:25][C:26]1[C:31]([O:32][CH3:33])=[CH:30][CH:29]=[CH:28][C:27]=1B(O)O, predict the reaction product. The product is: [F:25][C:26]1[C:31]([O:32][CH3:33])=[CH:30][CH:29]=[CH:28][C:27]=1[C:2]1[CH:7]=[CH:6][CH:5]=[C:4]([C:8]2([C:18]3[CH:23]=[CH:22][N:21]=[CH:20][C:19]=3[F:24])[C:16]3[C:11](=[CH:12][CH:13]=[CH:14][CH:15]=3)[C:10]([NH2:17])=[N:9]2)[CH:3]=1. (5) Given the reactants [C:1]([O:5][C:6]([N:8]1[CH2:13][CH2:12][CH:11]([CH2:14][O:15][C:16]2[C:25]3[C:20](=[CH:21][CH:22]=[CH:23][CH:24]=3)[C:19]([Cl:26])=[CH:18][C:17]=2[C:27](=[O:38])[NH:28][C:29]([C:33]([O:35]CC)=[O:34])([CH3:32])[CH2:30][CH3:31])[CH2:10][CH2:9]1)=[O:7])([CH3:4])([CH3:3])[CH3:2].CO.[OH-].[Na+], predict the reaction product. The product is: [C:1]([O:5][C:6]([N:8]1[CH2:9][CH2:10][CH:11]([CH2:14][O:15][C:16]2[C:25]3[C:20](=[CH:21][CH:22]=[CH:23][CH:24]=3)[C:19]([Cl:26])=[CH:18][C:17]=2[C:27](=[O:38])[NH:28][C:29]([C:33]([OH:35])=[O:34])([CH3:32])[CH2:30][CH3:31])[CH2:12][CH2:13]1)=[O:7])([CH3:2])([CH3:3])[CH3:4]. (6) Given the reactants [NH2:1][CH2:2][C:3]1[CH:8]=[C:7]([OH:9])[C:6]([O:10][CH3:11])=[CH:5][N:4]=1.CO[CH:14]=[C:15]1[C:24]2[C:19](=[CH:20][CH:21]=[C:22]([I:25])[CH:23]=2)[C:18](=[O:26])[NH:17][C:16]1=[O:27], predict the reaction product. The product is: [I:25][C:22]1[CH:23]=[C:24]2[C:19](=[CH:20][CH:21]=1)[C:18](=[O:26])[NH:17][C:16](=[O:27])[C:15]2=[CH:14][NH:1][CH2:2][C:3]1[CH:8]=[C:7]([OH:9])[C:6]([O:10][CH3:11])=[CH:5][N:4]=1. (7) Given the reactants [Br:1][C:2]1[C:14]2[C:13]3[CH:12]=[CH:11][C:10]([C:15]4[C:16]([Cl:29])=[C:17]([NH:22][S:23]([CH2:26][CH2:27][CH3:28])(=[O:25])=[O:24])[CH:18]=[CH:19][C:20]=4[F:21])=[CH:9][C:8]=3[CH:7]=[N:6][C:5]=2[NH:4][N:3]=1.C(N(CC)CC)C.[C:37](O[C:37]([O:39][C:40]([CH3:43])([CH3:42])[CH3:41])=[O:38])([O:39][C:40]([CH3:43])([CH3:42])[CH3:41])=[O:38], predict the reaction product. The product is: [Br:1][C:2]1[C:14]2[C:13]3[CH:12]=[CH:11][C:10]([C:15]4[C:20]([F:21])=[CH:19][CH:18]=[C:17]([NH:22][S:23]([CH2:26][CH2:27][CH3:28])(=[O:25])=[O:24])[C:16]=4[Cl:29])=[CH:9][C:8]=3[CH:7]=[N:6][C:5]=2[N:4]([C:37]([O:39][C:40]([CH3:43])([CH3:42])[CH3:41])=[O:38])[N:3]=1. (8) Given the reactants [CH2:1]([C:5]1[CH:13]=[CH:12][C:8]([C:9]([OH:11])=O)=[CH:7][C:6]=1[CH3:14])[CH:2]([CH3:4])[CH3:3].ON1C2C=CC=CC=2N=N1.Cl.C(N=C=NCCCN(C)C)C.O[N:38]=[C:39]([C:41]1[C:42]([CH3:59])=[N:43][C:44]([CH2:47][O:48][Si](C(C)C)(C(C)C)C(C)C)=[CH:45][CH:46]=1)[NH2:40].[F-].C([N+](CCCC)(CCCC)CCCC)CCC.O1CCCC1, predict the reaction product. The product is: [CH2:1]([C:5]1[CH:13]=[CH:12][C:8]([C:9]2[O:11][N:40]=[C:39]([C:41]3[CH:46]=[CH:45][C:44]([CH2:47][OH:48])=[N:43][C:42]=3[CH3:59])[N:38]=2)=[CH:7][C:6]=1[CH3:14])[CH:2]([CH3:3])[CH3:4].